From a dataset of Peptide-MHC class I binding affinity with 185,985 pairs from IEDB/IMGT. Regression. Given a peptide amino acid sequence and an MHC pseudo amino acid sequence, predict their binding affinity value. This is MHC class I binding data. (1) The peptide sequence is DWSGYSGSF. The MHC is HLA-B40:01 with pseudo-sequence HLA-B40:01. The binding affinity (normalized) is 0.0847. (2) The peptide sequence is SPREECGVF. The MHC is HLA-A02:03 with pseudo-sequence HLA-A02:03. The binding affinity (normalized) is 0.0847.